From a dataset of Reaction yield outcomes from USPTO patents with 853,638 reactions. Predict the reaction yield, written as a fraction of the theoretical maximum amount of product (1.0 means a 100% yield; for example, 0.34 means a 34% yield). (1) The reactants are [NH2:1][C:2]1[NH:7][C:6](=[O:8])[CH:5]=[C:4]([CH2:9][C:10]2[CH:15]=[CH:14][CH:13]=[C:12]([Br:16])[CH:11]=2)[N:3]=1.[OH-].[K+].I[CH3:20]. The catalyst is C(O)C. The product is [NH2:1][C:2]1[N:7]([CH3:20])[C:6](=[O:8])[CH:5]=[C:4]([CH2:9][C:10]2[CH:15]=[CH:14][CH:13]=[C:12]([Br:16])[CH:11]=2)[N:3]=1. The yield is 0.760. (2) The reactants are BrC1C=C2C(=CC=1)[N:8]=[C:7]([C:12]1[N:13]=[C:14]([C@@H:17]3[CH2:22][C@@H:21]4[C@@H:19]([CH2:20]4)[N:18]3[C:23]([O:25][C:26]([CH3:29])([CH3:28])[CH3:27])=[O:24])[NH:15][CH:16]=1)[CH:6]=[N:5]2.C([O-])([O-])=O.[K+].[K+].C1(P(C2CCCCC2)[C:43]2[CH:48]=[CH:47][CH:46]=[CH:45][C:44]=2[C:49]2[C:54](OC)=[CH:53][CH:52]=[CH:51][C:50]=2OC)CCCCC1.CC1(C)C(C)(C)OB(C2C=CC3[N:80]=[C:79]([C@@H:81]4[CH2:86][C@@H:85]5[C@@H:83]([CH2:84]5)[N:82]4[C:87]([O:89][C:90]([CH3:93])([CH3:92])[CH3:91])=[O:88])[NH:78]C=3C=2)O1. The catalyst is C1COCC1.O.CO.CC([O-])=O.CC([O-])=O.[Pd+2]. The product is [C:90]([O:89][C:87]([N:82]1[C@H:81]([C:79]2[NH:78][C:53]3[CH:54]=[C:49]([C:44]4[CH:43]=[C:48]5[C:47](=[CH:46][CH:45]=4)[N:8]=[C:7]([C:12]4[NH:13][C:14]([C@@H:17]6[CH2:22][C@@H:21]7[C@@H:19]([CH2:20]7)[N:18]6[C:23]([O:25][C:26]([CH3:29])([CH3:28])[CH3:27])=[O:24])=[N:15][CH:16]=4)[CH:6]=[N:5]5)[CH:50]=[CH:51][C:52]=3[N:80]=2)[CH2:86][C@@H:85]2[C@H:83]1[CH2:84]2)=[O:88])([CH3:93])([CH3:92])[CH3:91]. The yield is 0.330.